This data is from Reaction yield outcomes from USPTO patents with 853,638 reactions. The task is: Predict the reaction yield, written as a fraction of the theoretical maximum amount of product (1.0 means a 100% yield; for example, 0.34 means a 34% yield). (1) The reactants are [CH2:1]([C:8]1[CH:9]=[CH:10][C:11]2[O:15][C:14]([C:16]3[CH:17]=[C:18]4[C:23](=[CH:24][CH:25]=3)[CH2:22][N:21]([CH2:26][CH2:27][C:28]([O:30]C(C)(C)C)=[O:29])[CH2:20][CH2:19]4)=[CH:13][C:12]=2[CH:35]=1)[C:2]1[CH:7]=[CH:6][CH:5]=[CH:4][CH:3]=1.C(O)(C(F)(F)F)=O. The catalyst is C(Cl)Cl. The product is [CH2:1]([C:8]1[CH:9]=[CH:10][C:11]2[O:15][C:14]([C:16]3[CH:17]=[C:18]4[C:23](=[CH:24][CH:25]=3)[CH2:22][N:21]([CH2:26][CH2:27][C:28]([OH:30])=[O:29])[CH2:20][CH2:19]4)=[CH:13][C:12]=2[CH:35]=1)[C:2]1[CH:3]=[CH:4][CH:5]=[CH:6][CH:7]=1. The yield is 0.400. (2) The reactants are Br[CH2:2][CH:3]1[CH2:5][CH2:4]1.[C:6]([CH:11]1[S:16][CH2:15][CH2:14][CH2:13][S:12]1)([O:8][CH2:9][CH3:10])=[O:7].[H-].[Na+]. The catalyst is CN(C)C=O. The product is [CH:5]1([CH2:4][C:11]2([C:6]([O:8][CH2:9][CH3:10])=[O:7])[S:12][CH2:13][CH2:14][CH2:15][S:16]2)[CH2:3][CH2:2]1. The yield is 0.974. (3) The reactants are Br[C:2]1[C:7]2[S:8][CH:9]=[CH:10][C:6]=2[CH:5]=[CH:4][CH:3]=1.C([O:14][B:15](OC(C)C)[O:16]C(C)C)(C)C.C([Li])CCC. The catalyst is O1CCCC1. The product is [S:8]1[CH:9]=[CH:10][C:6]2[CH:5]=[CH:4][CH:3]=[C:2]([B:15]([OH:16])[OH:14])[C:7]1=2. The yield is 0.750.